This data is from Reaction yield outcomes from USPTO patents with 853,638 reactions. The task is: Predict the reaction yield, written as a fraction of the theoretical maximum amount of product (1.0 means a 100% yield; for example, 0.34 means a 34% yield). (1) The reactants are C[O:2][C:3](=O)[C:4]1[CH:9]=[CH:8][C:7]([Br:10])=[CH:6][CH:5]=1.O.[NH2:13][NH2:14]. The product is [Br:10][C:7]1[CH:8]=[CH:9][C:4]([C:3]([NH:13][NH2:14])=[O:2])=[CH:5][CH:6]=1. The yield is 0.880. The catalyst is CCO. (2) The catalyst is ClCCl.O. The reactants are [Br:1][C:2]1[CH:3]=[C:4]([CH:6]=[CH:7][C:8]=1[CH3:9])[NH2:5].[OH-].[Na+].[CH3:12][C:13]([CH3:18])=[CH:14][C:15](Cl)=[O:16]. The yield is 0.970. The product is [Br:1][C:2]1[CH:3]=[C:4]([NH:5][C:15](=[O:16])[CH:14]=[C:13]([CH3:18])[CH3:12])[CH:6]=[CH:7][C:8]=1[CH3:9]. (3) The catalyst is S([O-])(O)(=O)=O.C([N+](CCCC)(CCCC)CCCC)CCC.O.COC(C)(C)C. The reactants are [NH2:1][C:2]1[CH:7]=[CH:6][CH:5]=[CH:4][CH:3]=1.S(S([O-])=O)([O-])=O.[Na+].[Na+].C(=O)([O-])O.[Na+].[F:21][C:22]([F:34])([F:33])[C:23]([F:32])([F:31])[C:24](I)([F:29])[C:25]([F:28])([F:27])[F:26]. The yield is 0.510. The product is [F:26][C:25]([F:27])([F:28])[C:24]([F:29])([C:5]1[CH:6]=[CH:7][C:2]([NH2:1])=[CH:3][CH:4]=1)[C:23]([F:31])([F:32])[C:22]([F:34])([F:33])[F:21]. (4) The reactants are [CH2:1]([N:5]1[C:10](=[O:11])[CH2:9][NH:8][C:7]([C:12]2[CH:17]=[C:16]([Cl:18])[CH:15]=[C:14]([Cl:19])[CH:13]=2)=[N:6]1)[CH2:2][CH2:3][CH3:4].Cl[C:21]([O:23][CH2:24][Cl:25])=[O:22]. The catalyst is N1C=CC=CC=1. The product is [CH2:1]([N:5]1[C:10](=[O:11])[CH2:9][N:8]([C:21]([O:23][CH2:24][Cl:25])=[O:22])[C:7]([C:12]2[CH:17]=[C:16]([Cl:18])[CH:15]=[C:14]([Cl:19])[CH:13]=2)=[N:6]1)[CH2:2][CH2:3][CH3:4]. The yield is 0.510. (5) The reactants are [CH3:1][O:2][CH2:3][CH2:4][CH2:5][NH:6][CH3:7].[C:8](#[N:11])[CH2:9]O.CCN(CC)CC. No catalyst specified. The product is [CH3:1][O:2][CH2:3][CH2:4][CH2:5][N:6]([CH2:9][C:8]#[N:11])[CH3:7]. The yield is 0.730. (6) The reactants are [OH:1][C:2]1[C:3]2[C:7]([CH:8]=[C:9]([C:11]([O:13][CH2:14][CH3:15])=[O:12])[CH:10]=1)=[N:6][N:5]([CH3:16])[CH:4]=2.F[C:18]1[CH:23]=[CH:22][C:21]([S:24]([N:27]([CH3:29])[CH3:28])(=[O:26])=[O:25])=[CH:20][CH:19]=1.C(=O)([O-])[O-].[Cs+].[Cs+]. The catalyst is CN(C)C=O. The product is [CH3:28][N:27]([CH3:29])[S:24]([C:21]1[CH:20]=[CH:19][C:18]([O:1][C:2]2[C:3]3[C:7]([CH:8]=[C:9]([C:11]([O:13][CH2:14][CH3:15])=[O:12])[CH:10]=2)=[N:6][N:5]([CH3:16])[CH:4]=3)=[CH:23][CH:22]=1)(=[O:25])=[O:26]. The yield is 0.530. (7) The reactants are [I:1][C:2]1[CH:7]=[C:6]([N+:8]([O-:10])=[O:9])[CH:5]=[CH:4][C:3]=1N.N([O-])=O.[Na+].[C-:16]#[N:17].[K+]. The catalyst is Cl.O. The product is [I:1][C:2]1[CH:7]=[C:6]([N+:8]([O-:10])=[O:9])[CH:5]=[CH:4][C:3]=1[C:16]#[N:17]. The yield is 0.440. (8) The reactants are [F:1][C:2]1[CH:7]=[CH:6][C:5]([C:8]2[C:13]([C:14]3[CH:19]=[CH:18][N:17]=[CH:16][CH:15]=3)=[C:12]([C:20]3[CH:25]=[CH:24][C:23]([F:26])=[CH:22][CH:21]=3)[N:11]=[C:10]3[NH:27][N:28]=[CH:29][C:9]=23)=[CH:4][CH:3]=1.[OH-].[K+].O.[CH3:33][CH2:34]OC(C)=O. The catalyst is C1(C)C=CC=CC=1. The product is [CH2:33]([N:28]1[CH:29]=[C:9]2[C:10]([N:11]=[C:12]([C:20]3[CH:25]=[CH:24][C:23]([F:26])=[CH:22][CH:21]=3)[C:13]([C:14]3[CH:15]=[CH:16][N:17]=[CH:18][CH:19]=3)=[C:8]2[C:5]2[CH:6]=[CH:7][C:2]([F:1])=[CH:3][CH:4]=2)=[N:27]1)[CH3:34].[CH2:33]([N:27]1[C:10]2=[N:11][C:12]([C:20]3[CH:25]=[CH:24][C:23]([F:26])=[CH:22][CH:21]=3)=[C:13]([C:14]3[CH:15]=[CH:16][N:17]=[CH:18][CH:19]=3)[C:8]([C:5]3[CH:6]=[CH:7][C:2]([F:1])=[CH:3][CH:4]=3)=[C:9]2[CH:29]=[N:28]1)[CH3:34]. The yield is 0.610.